The task is: Predict the product of the given reaction.. This data is from Forward reaction prediction with 1.9M reactions from USPTO patents (1976-2016). (1) Given the reactants [N:1]1([CH2:10][C:11]([OH:13])=O)[CH:9]=[C:7]([CH3:8])[C:5](=[O:6])[NH:4][C:2]1=[O:3].C(Cl)Cl.[CH2:17]([O:19][C:20](=[O:28])[CH2:21][CH2:22][NH:23][CH2:24][C:25](=[O:27])[NH2:26])[CH3:18].C1CCC(N=C=NC2CCCCC2)CC1, predict the reaction product. The product is: [CH2:17]([O:19][C:20](=[O:28])[CH2:21][CH2:22][N:23]([CH2:24][C:25](=[O:27])[NH2:26])[C:11](=[O:13])[CH2:10][N:1]1[CH:9]=[C:7]([CH3:8])[C:5](=[O:6])[NH:4][C:2]1=[O:3])[CH3:18]. (2) Given the reactants [F:1][C:2]([F:41])([F:40])[C:3]1[CH:4]=[C:5]([C:13]([CH3:39])([CH3:38])[C:14]([N:16]([CH3:37])[C:17]2[CH:18]=[N:19][C:20]([N:30]3[CH2:35][CH2:34][O:33][CH2:32][C:31]3=[O:36])=[CH:21][C:22]=2[C:23]2[CH:28]=[CH:27][CH:26]=[CH:25][C:24]=2[CH3:29])=[O:15])[CH:6]=[C:7]([C:9]([F:12])([F:11])[F:10])[CH:8]=1.O.O.O.O.O.O.O.[Cl-].[Ce+3].[Cl-].[Cl-].[BH4-].[Na+].CC(C)=O, predict the reaction product. The product is: [F:41][C:2]([F:1])([F:40])[C:3]1[CH:4]=[C:5]([C:13]([CH3:39])([CH3:38])[C:14]([N:16]([C:17]2[CH:18]=[N:19][C:20]([N:30]3[CH2:35][CH2:34][O:33][CH2:32][CH:31]3[OH:36])=[CH:21][C:22]=2[C:23]2[CH:28]=[CH:27][CH:26]=[CH:25][C:24]=2[CH3:29])[CH3:37])=[O:15])[CH:6]=[C:7]([C:9]([F:10])([F:11])[F:12])[CH:8]=1. (3) Given the reactants C([O:3][C:4](=O)[C:5]([OH:22])([C:18]([F:21])([F:20])[F:19])[CH2:6][C:7](C1C=C(F)C=CC=1F)([CH3:9])[CH3:8])C.[H-].[Al+3].[Li+].[H-].[H-].[H-].C([O-])(O)=O.[Na+], predict the reaction product. The product is: [CH3:8][CH:7]([CH3:9])[CH2:6][C:5]([C:18]([F:19])([F:20])[F:21])([OH:22])[CH2:4][OH:3]. (4) Given the reactants [CH2:1]([O:3][C:4](=[O:20])[CH:5]([O:17][CH2:18][CH3:19])[CH2:6][C:7]1[CH:8]=[C:9]2[C:13](=[CH:14][CH:15]=1)[NH:12][CH:11]=[C:10]2[CH3:16])[CH3:2].Cl[CH2:22][C:23]1[N:24]=[C:25]([C:29]2[CH:34]=[CH:33][C:32]([CH:35]([CH3:37])[CH3:36])=[CH:31][CH:30]=2)[O:26][C:27]=1[CH3:28].[H-].[Na+], predict the reaction product. The product is: [CH2:1]([O:3][C:4](=[O:20])[CH:5]([O:17][CH2:18][CH3:19])[CH2:6][C:7]1[CH:8]=[C:9]2[C:13](=[CH:14][CH:15]=1)[N:12]([CH2:22][C:23]1[N:24]=[C:25]([C:29]3[CH:30]=[CH:31][C:32]([CH:35]([CH3:37])[CH3:36])=[CH:33][CH:34]=3)[O:26][C:27]=1[CH3:28])[CH:11]=[C:10]2[CH3:16])[CH3:2]. (5) The product is: [ClH:33].[N:12]1([S:9]([C:7]2[CH:8]=[C:3]([CH:4]=[CH:5][C:6]=2[O:26][C:27]2[CH:32]=[C:31]([Cl:33])[CH:30]=[C:29]([Cl:34])[CH:28]=2)[C:1]#[N:2])(=[O:10])=[O:11])[CH2:18][CH2:17][CH2:16][NH:15][CH2:14][CH2:13]1. Given the reactants [C:1]([C:3]1[CH:4]=[CH:5][C:6]([O:26][C:27]2[CH:32]=[C:31]([Cl:33])[CH:30]=[C:29]([Cl:34])[CH:28]=2)=[C:7]([S:9]([N:12]2[CH2:18][CH2:17][CH2:16][N:15](C(OC(C)(C)C)=O)[CH2:14][CH2:13]2)(=[O:11])=[O:10])[CH:8]=1)#[N:2].Cl, predict the reaction product. (6) Given the reactants [C:1]([C:5]1[CH:6]=[C:7]([N:15]2[CH2:20][CH2:19][N:18]([CH2:21][CH2:22][CH2:23][CH2:24][NH2:25])[CH2:17][CH2:16]2)[CH:8]=[C:9]([C:11]([CH3:14])([CH3:13])[CH3:12])[CH:10]=1)([CH3:4])([CH3:3])[CH3:2].C1N=CN([C:31](N2C=NC=C2)=[O:32])C=1.[C:38]1([N:44]2[CH2:49][CH2:48][NH:47][CH2:46][CH2:45]2)[CH:43]=[CH:42][CH:41]=[CH:40][CH:39]=1, predict the reaction product. The product is: [C:11]([C:9]1[CH:8]=[C:7]([N:15]2[CH2:20][CH2:19][N:18]([CH2:21][CH2:22][CH2:23][CH2:24][NH:25][C:31]([N:47]3[CH2:48][CH2:49][N:44]([C:38]4[CH:43]=[CH:42][CH:41]=[CH:40][CH:39]=4)[CH2:45][CH2:46]3)=[O:32])[CH2:17][CH2:16]2)[CH:6]=[C:5]([C:1]([CH3:2])([CH3:3])[CH3:4])[CH:10]=1)([CH3:14])([CH3:13])[CH3:12]. (7) Given the reactants [Cl:1][C:2]1[N:10]=[CH:9][N:8]=[C:7]2[C:3]=1[NH:4][CH:5]=[N:6]2.S([O-])([O-])(=O)=O.[NH4+].[NH4+].[Si:18]([O:35][CH2:36][C@@H:37]1[O:42][C@:40](C(=O)C)(O)[C@@:39](C(=O)C)([OH:46])[C@H:38]1[NH:50][C:51]([CH2:53][C:54]1[C:66]2[CH2:65][C:64]3[C:59](=[CH:60][CH:61]=[CH:62][CH:63]=3)[C:58]=2[CH:57]=[CH:56][CH:55]=1)=[O:52])([C:31]([CH3:34])([CH3:33])[CH3:32])([C:25]1[CH:30]=[CH:29][CH:28]=[CH:27][CH:26]=1)[C:19]1[CH:24]=[CH:23][CH:22]=[CH:21][CH:20]=1.O([Si](C)(C)C)S([C:71](F)(F)F)(=O)=O.[C:79](=[O:82])(O)[O-].[Na+], predict the reaction product. The product is: [C:79]([O:46][C@H:39]1[C@@H:38]([NH:50][C:51]([CH2:53][C:54]2[C:66]3[CH2:65][C:64]4[C:59](=[CH:60][CH:61]=[CH:62][CH:63]=4)[C:58]=3[CH:57]=[CH:56][CH:55]=2)=[O:52])[C@H:37]([CH2:36][O:35][Si:18]([C:31]([CH3:34])([CH3:32])[CH3:33])([C:25]2[CH:26]=[CH:27][CH:28]=[CH:29][CH:30]=2)[C:19]2[CH:24]=[CH:23][CH:22]=[CH:21][CH:20]=2)[O:42][C@@H:40]1[N:6]1[CH:5]=[N:4][C:3]2[C:7]1=[N:8][CH:9]=[N:10][C:2]=2[Cl:1])(=[O:82])[CH3:71]. (8) Given the reactants [CH3:1][C:2]1[N:3]=[C:4]2[S:21][CH:20]=[CH:19][N:5]2[C:6](=[O:18])[C:7]=1[C:8]1[CH:13]=[CH:12][C:11]([C:14]([F:17])([F:16])[F:15])=[CH:10][CH:9]=1.[CH2:22]([O:26][C:27]1[C:34]([O:35][CH3:36])=[CH:33][CH:32]=[CH:31][C:28]=1[CH:29]=O)[CH2:23][CH2:24][CH3:25].[O-]CC.[Na+], predict the reaction product. The product is: [CH2:22]([O:26][C:27]1[C:34]([O:35][CH3:36])=[CH:33][CH:32]=[CH:31][C:28]=1/[CH:29]=[CH:1]/[C:2]1[N:3]=[C:4]2[S:21][CH:20]=[CH:19][N:5]2[C:6](=[O:18])[C:7]=1[C:8]1[CH:13]=[CH:12][C:11]([C:14]([F:17])([F:15])[F:16])=[CH:10][CH:9]=1)[CH2:23][CH2:24][CH3:25].